From a dataset of Forward reaction prediction with 1.9M reactions from USPTO patents (1976-2016). Predict the product of the given reaction. (1) Given the reactants [F:1][C:2]1[CH:7]=[C:6]([F:8])[CH:5]=[CH:4][C:3]=1[C@H:9]1[CH2:14][C@@H:13]([C:15]2[O:19][NH:18][C:17](=[O:20])[CH:16]=2)[CH2:12][CH2:11][N:10]1C(OC)=O.Br, predict the reaction product. The product is: [F:1][C:2]1[CH:7]=[C:6]([F:8])[CH:5]=[CH:4][C:3]=1[C@H:9]1[CH2:14][C@@H:13]([C:15]2[O:19][NH:18][C:17](=[O:20])[CH:16]=2)[CH2:12][CH2:11][NH:10]1. (2) Given the reactants [O:1]=[O+][O-].[CH3:4][C:5]([C:10]1[S:14][C:13]([NH:15][C:16](=[O:33])[CH:17]([NH:21][C:22](=[O:32])[CH2:23][C:24]2[CH:29]=[C:28]([F:30])[CH:27]=[C:26]([F:31])[CH:25]=2)[CH2:18][CH2:19][CH3:20])=[N:12][N:11]=1)([CH3:9])[CH2:6][CH:7]=C.N#N, predict the reaction product. The product is: [CH3:4][C:5]([C:10]1[S:14][C:13]([NH:15][C:16](=[O:33])[CH:17]([NH:21][C:22](=[O:32])[CH2:23][C:24]2[CH:29]=[C:28]([F:30])[CH:27]=[C:26]([F:31])[CH:25]=2)[CH2:18][CH2:19][CH3:20])=[N:12][N:11]=1)([CH3:9])[CH2:6][CH:7]=[O:1]. (3) The product is: [Br:25][C:26]1[CH:36]=[CH:35][C:29]([C:30]2[N:33]=[C:14]([CH2:13][N:10]3[CH2:11][CH2:12][C:8]([C:18]4[CH:19]=[CH:20][C:21]([F:24])=[CH:22][CH:23]=4)([C:5]4[CH:4]=[CH:3][C:2]([F:1])=[CH:7][CH:6]=4)[C:9]3=[O:17])[O:15][N:31]=2)=[CH:28][CH:27]=1. Given the reactants [F:1][C:2]1[CH:7]=[CH:6][C:5]([C:8]2([C:18]3[CH:23]=[CH:22][C:21]([F:24])=[CH:20][CH:19]=3)[CH2:12][CH2:11][N:10]([CH2:13][C:14](O)=[O:15])[C:9]2=[O:17])=[CH:4][CH:3]=1.[Br:25][C:26]1[CH:36]=[CH:35][C:29](/[C:30](=[N:33]/[H])/[NH:31]O)=[CH:28][CH:27]=1.C(N=C=NCCCN(C)C)C, predict the reaction product.